From a dataset of Catalyst prediction with 721,799 reactions and 888 catalyst types from USPTO. Predict which catalyst facilitates the given reaction. (1) Reactant: F[C:2]1[CH:7]=[C:6]([C:8]2[CH:37]=[CH:36][C:11]3[N:12]([C:15]4[S:19][C:18]([C:20]([NH2:22])=[O:21])=[C:17]([O:23][C@@H:24]([C:26]5[CH:31]=[CH:30][CH:29]=[CH:28][C:27]=5[C:32]([F:35])([F:34])[F:33])[CH3:25])[CH:16]=4)[CH:13]=[N:14][C:10]=3[CH:9]=2)[CH:5]=[CH:4][N:3]=1.[CH3:38][N:39]1[CH2:44][CH2:43][NH:42][CH2:41][CH2:40]1.C(O)C. Product: [CH3:38][N:39]1[CH2:44][CH2:43][N:42]([C:2]2[CH:7]=[C:6]([C:8]3[CH:37]=[CH:36][C:11]4[N:12]([C:15]5[S:19][C:18]([C:20]([NH2:22])=[O:21])=[C:17]([O:23][C@@H:24]([C:26]6[CH:31]=[CH:30][CH:29]=[CH:28][C:27]=6[C:32]([F:33])([F:35])[F:34])[CH3:25])[CH:16]=5)[CH:13]=[N:14][C:10]=4[CH:9]=3)[CH:5]=[CH:4][N:3]=2)[CH2:41][CH2:40]1. The catalyst class is: 4. (2) Reactant: [CH3:1][O:2][C:3](=[O:13])[CH:4]([CH2:9][CH:10]([CH3:12])[CH3:11])[C:5]([O:7]C)=[O:6].C(=O)([O-])[O-:15].[Cs+].[Cs+].O. Product: [CH3:1][O:2][C:3](=[O:13])[C:4]([OH:15])([CH2:9][CH:10]([CH3:12])[CH3:11])[C:5]([OH:7])=[O:6]. The catalyst class is: 9. (3) Reactant: C[O:2][C:3]1[CH:4]=[C:5]2[C:9](=[CH:10][CH:11]=1)[C:8](=[O:12])[C:7]1([CH2:20][C:19]3[C:14](=[CH:15][CH:16]=[C:17]([O:21]C)[CH:18]=3)[CH2:13]1)[CH2:6]2.C(OCC)(=O)C. Product: [OH:2][C:3]1[CH:4]=[C:5]2[C:9](=[CH:10][CH:11]=1)[C:8](=[O:12])[C:7]1([CH2:20][C:19]3[C:14](=[CH:15][CH:16]=[C:17]([OH:21])[CH:18]=3)[CH2:13]1)[CH2:6]2. The catalyst class is: 4. (4) Reactant: [Cl:1][C:2]1[CH:7]=[CH:6][C:5]([C@:8]2([O:26][C@H:25]([CH2:27][O:28]C(=O)C)[C@@H:20]([O:21]C(=O)C)[C@H:15]([O:16]C(=O)C)[C@H:10]2[O:11]C(=O)C)[OH:9])=[CH:4][C:3]=1[CH:32]([C:42]#[CH:43])[C:33]1[CH:38]=[CH:37][C:36]([CH2:39][O:40][CH3:41])=[CH:35][CH:34]=1.[OH-].[K+]. Product: [Cl:1][C:2]1[CH:7]=[CH:6][C:5]([C@:8]2([O:26][C@H:25]([CH2:27][OH:28])[C@@H:20]([OH:21])[C@H:15]([OH:16])[C@H:10]2[OH:11])[OH:9])=[CH:4][C:3]=1[CH:32]([C:42]#[CH:43])[C:33]1[CH:34]=[CH:35][C:36]([CH2:39][O:40][CH3:41])=[CH:37][CH:38]=1. The catalyst class is: 125.